Dataset: Full USPTO retrosynthesis dataset with 1.9M reactions from patents (1976-2016). Task: Predict the reactants needed to synthesize the given product. (1) The reactants are: [CH3:1][O:2][C:3]1[CH:4]=[CH:5][C:6]2[CH2:12][CH2:11][CH2:10][NH:9][C:8](=O)[C:7]=2[CH:14]=1.[H-].[Al+3].[Li+].[H-].[H-].[H-]. Given the product [CH3:1][O:2][C:3]1[CH:4]=[CH:5][C:6]2[CH2:12][CH2:11][CH2:10][NH:9][CH2:8][C:7]=2[CH:14]=1, predict the reactants needed to synthesize it. (2) Given the product [CH:1]1([N:20]2[CH2:21][CH:22]([C:23]([O:25][CH2:7][CH3:8])=[O:24])[O:17][C:18]3[CH:29]=[CH:28][CH:27]=[CH:26][C:19]2=3)[CH2:5][CH2:4][CH2:3][CH2:2]1, predict the reactants needed to synthesize it. The reactants are: [C:1]1(=O)[CH2:5][CH2:4][CH2:3][CH2:2]1.[C:7](O)(=O)[CH3:8].S([O-])([O-])(=O)=O.[Mg+2].[O:17]1[CH:22]([C:23]([OH:25])=[O:24])[CH2:21][NH:20][C:19]2[CH:26]=[CH:27][CH:28]=[CH:29][C:18]1=2.C(O[BH-](OC(=O)C)OC(=O)C)(=O)C.[Na+]. (3) Given the product [Cl:18][C:19]1[CH:20]=[C:21]([NH:17][C:14]2[N:15]=[CH:16][C:7]([C:3]3[CH:2]=[N:1][CH:6]=[CH:5][CH:4]=3)=[C:8]3[C:13]=2[N:12]=[CH:11][CH:10]=[CH:9]3)[CH:22]=[CH:23][CH:24]=1, predict the reactants needed to synthesize it. The reactants are: [N:1]1[CH:6]=[CH:5][CH:4]=[C:3]([C:7]2[CH:16]=[N:15][C:14]([NH2:17])=[C:13]3[C:8]=2[CH:9]=[CH:10][CH:11]=[N:12]3)[CH:2]=1.[Cl:18][C:19]1[CH:24]=[CH:23][CH:22]=[C:21](I)[CH:20]=1.